From a dataset of Catalyst prediction with 721,799 reactions and 888 catalyst types from USPTO. Predict which catalyst facilitates the given reaction. (1) Reactant: CC1C=CC(S(O[CH2:12][CH2:13][CH2:14][CH2:15][C:16]2[C:24]3[C:19](=[CH:20][CH:21]=[CH:22][CH:23]=3)[NH:18][CH:17]=2)(=O)=O)=CC=1.[CH3:25][O:26][C:27]1[CH:32]=[C:31]([O:33][CH3:34])[N:30]=[C:29]([N:35]2[CH2:40][CH2:39][NH:38][CH2:37][CH2:36]2)[N:28]=1.C(=O)([O-])[O-].[K+].[K+].[I-].[K+]. Product: [CH3:25][O:26][C:27]1[CH:32]=[C:31]([O:33][CH3:34])[N:30]=[C:29]([N:35]2[CH2:36][CH2:37][N:38]([CH2:12][CH2:13][CH2:14][CH2:15][C:16]3[C:24]4[C:19](=[CH:20][CH:21]=[CH:22][CH:23]=4)[NH:18][CH:17]=3)[CH2:39][CH2:40]2)[N:28]=1. The catalyst class is: 10. (2) Reactant: C(NC(C)C)(C)C.[N:8]1[CH:13]=[C:12]([CH3:14])[CH:11]=[C:10]([CH3:15])[CH:9]=1.[C:16](OCC)(=[O:23])[C:17]1[CH:22]=[CH:21][CH:20]=[CH:19][CH:18]=1.O. Product: [CH3:14][C:12]1[CH:11]=[C:10]([CH2:15][C:16]([C:17]2[CH:22]=[CH:21][CH:20]=[CH:19][CH:18]=2)=[O:23])[CH:9]=[N:8][CH:13]=1. The catalyst class is: 7. (3) Reactant: [OH:1][CH2:2][CH2:3][CH2:4][C:5]1[CH:10]=[CH:9][C:8]([NH:11][C:12](=[O:18])[O:13][C:14]([CH3:17])([CH3:16])[CH3:15])=[CH:7][CH:6]=1.C(N(CC)CC)C.[CH3:26][S:27](Cl)(=[O:29])=[O:28]. Product: [CH3:26][S:27]([O:1][CH2:2][CH2:3][CH2:4][C:5]1[CH:10]=[CH:9][C:8]([NH:11][C:12]([O:13][C:14]([CH3:15])([CH3:17])[CH3:16])=[O:18])=[CH:7][CH:6]=1)(=[O:29])=[O:28]. The catalyst class is: 2.